Dataset: Full USPTO retrosynthesis dataset with 1.9M reactions from patents (1976-2016). Task: Predict the reactants needed to synthesize the given product. (1) The reactants are: C([N:8]1[CH2:13][CH2:12][C:11]2([CH2:21][C:20]3[C:15](=[CH:16][CH:17]=[CH:18][CH:19]=3)[CH2:14]2)[CH2:10][CH2:9]1)C1C=CC=CC=1.ClC(OCC)=O.[OH-].[K+]. Given the product [NH:8]1[CH2:13][CH2:12][C:11]2([CH2:21][C:20]3[C:15](=[CH:16][CH:17]=[CH:18][CH:19]=3)[CH2:14]2)[CH2:10][CH2:9]1, predict the reactants needed to synthesize it. (2) The reactants are: [N:1]1[CH:6]=[CH:5][CH:4]=[CH:3][C:2]=1[CH2:7][C:8]([O:10][CH2:11][CH3:12])=[O:9].[H-].[Na+].Br[CH:16]1[CH2:20][CH2:19][CH2:18][CH2:17]1.O. Given the product [CH:16]1([CH:7]([C:2]2[CH:3]=[CH:4][CH:5]=[CH:6][N:1]=2)[C:8]([O:10][CH2:11][CH3:12])=[O:9])[CH2:20][CH2:19][CH2:18][CH2:17]1, predict the reactants needed to synthesize it.